Dataset: Full USPTO retrosynthesis dataset with 1.9M reactions from patents (1976-2016). Task: Predict the reactants needed to synthesize the given product. Given the product [Cl:24][C:25]1[CH:26]=[C:27]([NH:28][C:17](=[O:18])[CH2:16][N:15]2[C:14]3[CH:20]=[CH:21][CH:22]=[CH:23][C:13]=3[N:12]=[C:11]2[C:4]2[CH:5]=[C:6]([O:9][CH3:10])[CH:7]=[CH:8][C:3]=2[O:2][CH3:1])[CH:29]=[C:30]([Cl:32])[CH:31]=1, predict the reactants needed to synthesize it. The reactants are: [CH3:1][O:2][C:3]1[CH:8]=[CH:7][C:6]([O:9][CH3:10])=[CH:5][C:4]=1[C:11]1[N:15]([CH2:16][C:17](O)=[O:18])[C:14]2[CH:20]=[CH:21][CH:22]=[CH:23][C:13]=2[N:12]=1.[Cl:24][C:25]1[CH:26]=[C:27]([CH:29]=[C:30]([Cl:32])[CH:31]=1)[NH2:28].CN(C(ON1N=NC2C=CC=NC1=2)=[N+](C)C)C.F[P-](F)(F)(F)(F)F.